Predict which catalyst facilitates the given reaction. From a dataset of Catalyst prediction with 721,799 reactions and 888 catalyst types from USPTO. (1) Reactant: [CH2:1]([C:4]1[C:8]([CH2:9][CH2:10][CH2:11][OH:12])=[CH:7][N:6]([C:13]2[CH:18]=[CH:17][C:16]([C:19]([F:22])([F:21])[F:20])=[CH:15][N:14]=2)[N:5]=1)[CH2:2][CH3:3].O[C:24]1[CH:29]=[CH:28][C:27]([CH2:30][CH2:31][C:32]([O:34]C)=[O:33])=[CH:26][CH:25]=1.C(P(CCCC)CCCC)CCC.N(C(N1CCCCC1)=O)=NC(N1CCCCC1)=O. Product: [CH2:1]([C:4]1[C:8]([CH2:9][CH2:10][CH2:11][O:12][C:24]2[CH:29]=[CH:28][C:27]([CH2:30][CH2:31][C:32]([OH:34])=[O:33])=[CH:26][CH:25]=2)=[CH:7][N:6]([C:13]2[CH:18]=[CH:17][C:16]([C:19]([F:21])([F:20])[F:22])=[CH:15][N:14]=2)[N:5]=1)[CH2:2][CH3:3]. The catalyst class is: 7. (2) Product: [CH2:15]([N:19]1[C:23]2[CH:24]=[N:25][CH:26]=[CH:27][C:22]=2[S:21]/[C:20]/1=[N:28]\[C:29](=[O:41])[C:30]1[CH:35]=[C:34]([C:36]([F:39])([F:38])[F:37])[CH:33]=[CH:32][C:31]=1[O:13][CH2:12][C@H:11]([O:10][CH2:9][O:8][CH3:7])[CH3:14])[CH2:16][CH2:17][CH3:18]. The catalyst class is: 7. Reactant: CC(C)([O-])C.[Na+].[CH3:7][O:8][CH2:9][O:10][C@H:11]([CH3:14])[CH2:12][OH:13].[CH2:15]([N:19]1[C:23]2[CH:24]=[N:25][CH:26]=[CH:27][C:22]=2[S:21]/[C:20]/1=[N:28]\[C:29](=[O:41])[C:30]1[CH:35]=[C:34]([C:36]([F:39])([F:38])[F:37])[CH:33]=[CH:32][C:31]=1F)[CH2:16][CH2:17][CH3:18].OP(O)(O)=O. (3) Reactant: [Cl:1][C:2]1[CH:7]=[CH:6][C:5]([S:8]([N:11]2[C:20]3[C:15](=[CH:16][C:17]([F:21])=[CH:18][CH:19]=3)[C:14](=O)[CH:13]([C:23](=O)[C:24]([O:26][CH2:27][CH3:28])=[O:25])[CH2:12]2)(=[O:10])=[O:9])=[CH:4][CH:3]=1.[NH2:30][NH2:31]. Product: [Cl:1][C:2]1[CH:7]=[CH:6][C:5]([S:8]([N:11]2[C:20]3[CH:19]=[CH:18][C:17]([F:21])=[CH:16][C:15]=3[C:14]3=[N:30][NH:31][C:23]([C:24]([O:26][CH2:27][CH3:28])=[O:25])=[C:13]3[CH2:12]2)(=[O:10])=[O:9])=[CH:4][CH:3]=1. The catalyst class is: 15. (4) Reactant: [Cl:1][C:2]1[CH:3]=[C:4]([CH:11]=[C:12]([F:15])[C:13]=1F)[C:5]([O:7][CH2:8][C:9]#[CH:10])=[O:6].[CH2:16]([OH:19])[C:17]#[CH:18].[H-].[Na+].O. Product: [Cl:1][C:2]1[CH:3]=[C:4]([CH:11]=[C:12]([F:15])[C:13]=1[O:19][CH2:16][C:17]#[CH:18])[C:5]([O:7][CH2:8][C:9]#[CH:10])=[O:6]. The catalyst class is: 3. (5) Reactant: [Br:1][C:2]1[CH:3]=[C:4]2[C:9](=[C:10]3[CH:15]=[CH:14][CH:13]=[CH:12][C:11]=13)[NH:8][CH2:7][N:6]([C@H:16]1[CH2:21][CH2:20][O:19][CH2:18][C@@H:17]1[O:22][Si](C(C)(C)C)(C)C)[C:5]2=[O:30].Cl.[C:32]([O-])(O)=O.[Na+]. Product: [Br:1][C:2]1[CH:3]=[C:4]2[C:9](=[C:10]3[CH:15]=[CH:14][CH:13]=[CH:12][C:11]=13)[N:8]([CH3:32])[CH2:7][N:6]([C@@H:16]1[C@@H:17]([OH:22])[CH2:18][O:19][CH2:20][CH2:21]1)[C:5]2=[O:30]. The catalyst class is: 1.